Dataset: Full USPTO retrosynthesis dataset with 1.9M reactions from patents (1976-2016). Task: Predict the reactants needed to synthesize the given product. (1) Given the product [CH3:11][O:12][CH2:13][O:4][C:3]1[CH:10]=[CH:9][CH:8]=[CH:7][C:5]=1[O:6][CH2:21][O:22][CH3:23], predict the reactants needed to synthesize it. The reactants are: [H-].[Na+].[C:3]1([C:5](=[CH:7][CH:8]=[CH:9][CH:10]=1)[OH:6])[OH:4].[CH3:11][O:12][CH2:13]Cl.CN(C=O)C.C[CH2:21][O:22][CH2:23]C. (2) Given the product [CH3:25][O:24][C:15]1[CH:16]=[C:17]([C:20]([F:23])([F:21])[F:22])[CH:18]=[CH:19][C:14]=1[C:13]([NH:12][CH2:11][CH2:10][N:8]1[CH:9]=[C:5]([C:3]([OH:4])=[O:2])[N:6]=[N:7]1)=[O:26], predict the reactants needed to synthesize it. The reactants are: C[O:2][C:3]([C:5]1[N:6]=[N:7][N:8]([CH2:10][CH2:11][NH:12][C:13](=[O:26])[C:14]2[CH:19]=[CH:18][C:17]([C:20]([F:23])([F:22])[F:21])=[CH:16][C:15]=2[O:24][CH3:25])[CH:9]=1)=[O:4].[OH-].[Li+].O. (3) The reactants are: [F:1][C:2]1[CH:7]=[CH:6][C:5]([C:8]2[CH:13]=[CH:12][CH:11]=[C:10]([F:14])[CH:9]=2)=[CH:4][C:3]=1[CH2:15][NH:16][C:17]1[CH:22]=[CH:21][CH:20]=[C:19]([O:23]C)[CH:18]=1.B(Br)(Br)Br. Given the product [F:1][C:2]1[CH:7]=[CH:6][C:5]([C:8]2[CH:13]=[CH:12][CH:11]=[C:10]([F:14])[CH:9]=2)=[CH:4][C:3]=1[CH2:15][NH:16][C:17]1[CH:18]=[C:19]([OH:23])[CH:20]=[CH:21][CH:22]=1, predict the reactants needed to synthesize it. (4) Given the product [CH:22]1([C:20](=[O:21])[CH:19]([N:10]2[C:5]3=[N:6][CH:7]=[CH:8][CH:9]=[C:4]3[C:3]([C:11]([O:13][C:14]([CH3:17])([CH3:16])[CH3:15])=[O:12])=[C:2]2[CH3:1])[CH3:25])[CH2:24][CH2:23]1, predict the reactants needed to synthesize it. The reactants are: [CH3:1][C:2]1[NH:10][C:5]2=[N:6][CH:7]=[CH:8][CH:9]=[C:4]2[C:3]=1[C:11]([O:13][C:14]([CH3:17])([CH3:16])[CH3:15])=[O:12].Br[CH:19]([CH3:25])[C:20]([CH:22]1[CH2:24][CH2:23]1)=[O:21].C([O-])([O-])=O.[Cs+].[Cs+]. (5) Given the product [ClH:31].[CH2:1]([O:3][C:4]1[C:5]([C:11]([N:13]2[CH2:18][CH2:17][CH2:16][CH2:15][C@H:14]2[CH2:19][C:20]2[N:21]=[C:22]3[C:27]([CH3:28])=[CH:26][C:25]([F:29])=[CH:24][N:23]3[CH:30]=2)=[O:12])=[N:6][C:7]([CH3:10])=[CH:8][CH:9]=1)[CH3:2], predict the reactants needed to synthesize it. The reactants are: [CH2:1]([O:3][C:4]1[C:5]([C:11]([N:13]2[CH2:18][CH2:17][CH2:16][CH2:15][C@H:14]2[CH2:19][C:20]2[N:21]=[C:22]3[C:27]([CH3:28])=[CH:26][C:25]([F:29])=[CH:24][N:23]3[CH:30]=2)=[O:12])=[N:6][C:7]([CH3:10])=[CH:8][CH:9]=1)[CH3:2].[ClH:31].CCOCC. (6) Given the product [C:12]([O:11][C:10]([NH:9][C:8]1[C:3]([O:2][CH3:1])=[N:4][CH:5]=[CH:6][C:7]=1[C:30]([OH:32])=[O:31])=[O:16])([CH3:13])([CH3:15])[CH3:14], predict the reactants needed to synthesize it. The reactants are: [CH3:1][O:2][C:3]1[C:8]([NH:9][C:10](=[O:16])[O:11][C:12]([CH3:15])([CH3:14])[CH3:13])=[CH:7][CH:6]=[CH:5][N:4]=1.CN(C)CCN(C)C.C([Li])CCC.[C:30](=[O:32])=[O:31].[Cl-].[NH4+]. (7) Given the product [Cl:1][C:2]1[CH:3]=[CH:4][C:5]2[C:6]3[C:11]([CH:12]([CH3:16])[N:13]([S:39]([C:35]4[CH:36]=[CH:37][CH:38]=[C:33]([O:32][CH3:31])[CH:34]=4)(=[O:41])=[O:40])[C:14]=2[CH:15]=1)=[CH:10][CH:9]=[CH:8][CH:7]=3, predict the reactants needed to synthesize it. The reactants are: [Cl:1][C:2]1[CH:3]=[CH:4][C:5]2[C:14]([CH:15]=1)=[N:13][C:12]([CH3:16])=[C:11]1[C:6]=2[CH:7]=[CH:8][CH:9]=[CH:10]1.[BH4-].[Na+].FC(F)(F)C(O)=O.C(=O)(O)[O-].[Na+].[CH3:31][O:32][C:33]1[CH:34]=[C:35]([S:39](Cl)(=[O:41])=[O:40])[CH:36]=[CH:37][CH:38]=1.[OH-].[Na+]. (8) Given the product [S:1]1[C:5]2[CH:6]=[CH:7][CH:8]=[CH:9][C:4]=2[C:3]([C@H:10]2[CH2:15][CH2:14][C@H:13]([C:16]3[N:25]4[C:19]([CH2:20][N:21]([CH:31]5[CH2:34][CH2:33][CH2:32]5)[CH2:22][C:23]5[CH:29]=[C:28]([Cl:30])[CH:27]=[CH:26][C:24]=54)=[N:18][N:17]=3)[CH2:12][CH2:11]2)=[N:2]1, predict the reactants needed to synthesize it. The reactants are: [S:1]1[C:5]2[CH:6]=[CH:7][CH:8]=[CH:9][C:4]=2[C:3]([C@H:10]2[CH2:15][CH2:14][C@H:13]([C:16]3[N:25]4[C:19]([CH2:20][NH:21][CH2:22][C:23]5[CH:29]=[C:28]([Cl:30])[CH:27]=[CH:26][C:24]=54)=[N:18][N:17]=3)[CH2:12][CH2:11]2)=[N:2]1.[C:31]1(=O)[CH2:34][CH2:33][CH2:32]1.C(O)(=O)C.C(O[BH-](OC(=O)C)OC(=O)C)(=O)C.[Na+].C(N(C(C)C)C(C)C)C. (9) Given the product [CH2:1]([N:8]1[CH2:13][CH2:12][N:11]([C:14]([C:16]2[CH:20]=[C:19]([CH3:21])[N:18]([C:22]3[CH:27]=[CH:26][CH:25]=[CH:24][CH:23]=3)[C:17]=2[C:28]2[CH:29]=[CH:30][CH:31]=[CH:32][CH:33]=2)=[O:15])[CH:10]([CH2:34][C:35]([NH2:40])=[O:36])[CH2:9]1)[C:2]1[CH:3]=[CH:4][CH:5]=[CH:6][CH:7]=1, predict the reactants needed to synthesize it. The reactants are: [CH2:1]([N:8]1[CH2:13][CH2:12][N:11]([C:14]([C:16]2[CH:20]=[C:19]([CH3:21])[N:18]([C:22]3[CH:27]=[CH:26][CH:25]=[CH:24][CH:23]=3)[C:17]=2[C:28]2[CH:33]=[CH:32][CH:31]=[CH:30][CH:29]=2)=[O:15])[CH:10]([CH2:34][C:35](O)=[O:36])[CH2:9]1)[C:2]1[CH:7]=[CH:6][CH:5]=[CH:4][CH:3]=1.CC[N:40]=C=NCCCN(C)C.Cl.C(=O)(O)[O-].[Na+].